Task: Predict the reactants needed to synthesize the given product.. Dataset: Full USPTO retrosynthesis dataset with 1.9M reactions from patents (1976-2016) (1) Given the product [Br:1][C:2]1[N:3]([CH:14]2[CH2:19][CH2:18][N:17]([C:20]([O:22][C:23]([CH3:26])([CH3:25])[CH3:24])=[O:21])[CH2:16][CH2:15]2)[N:4]=[CH:5][CH:6]=1, predict the reactants needed to synthesize it. The reactants are: [Br:1][C:2]1[CH:6]=[CH:5][NH:4][N:3]=1.[H-].[Na+].CS(O[CH:14]1[CH2:19][CH2:18][N:17]([C:20]([O:22][C:23]([CH3:26])([CH3:25])[CH3:24])=[O:21])[CH2:16][CH2:15]1)(=O)=O.O. (2) Given the product [CH3:22][C:17]1([CH3:23])[C:18]([CH3:21])([CH3:20])[O:19][B:15]([C:2]2[CH:7]=[CH:6][C:5]([N:8]3[CH2:14][C:10]4([CH2:13][O:12][CH2:11]4)[CH2:9]3)=[CH:4][CH:3]=2)[O:16]1, predict the reactants needed to synthesize it. The reactants are: Br[C:2]1[CH:7]=[CH:6][C:5]([N:8]2[CH2:14][C:10]3([CH2:13][O:12][CH2:11]3)[CH2:9]2)=[CH:4][CH:3]=1.[B:15]1([B:15]2[O:19][C:18]([CH3:21])([CH3:20])[C:17]([CH3:23])([CH3:22])[O:16]2)[O:19][C:18]([CH3:21])([CH3:20])[C:17]([CH3:23])([CH3:22])[O:16]1.C([O-])(=O)C.[K+].O. (3) Given the product [NH2:37][CH2:36][CH2:35][NH:38][C:31]([C:27]1[C:28]2[C:29](=[O:30])[N:20]([C:16]3[CH:17]=[CH:18][CH:19]=[C:14]([S:11]([N:1]4[C:10]5[C:5](=[CH:6][CH:7]=[CH:8][CH:9]=5)[CH2:4][CH2:3][CH2:2]4)(=[O:13])=[O:12])[CH:15]=3)[C:21](=[O:34])[NH:22][C:23]=2[CH:24]=[CH:25][CH:26]=1)=[O:32], predict the reactants needed to synthesize it. The reactants are: [N:1]1([S:11]([C:14]2[CH:15]=[C:16]([N:20]3[C:29](=[O:30])[C:28]4[C:27]([C:31](O)=[O:32])=[CH:26][CH:25]=[CH:24][C:23]=4[NH:22][C:21]3=[O:34])[CH:17]=[CH:18][CH:19]=2)(=[O:13])=[O:12])[C:10]2[C:5](=[CH:6][CH:7]=[CH:8][CH:9]=2)[CH2:4][CH2:3][CH2:2]1.[CH2:35]([NH2:38])[CH2:36][NH2:37].ON1C2C=CC=CC=2N=N1.C(N(CC)C(C)C)(C)C.Cl.C(N=C=NCCCN(C)C)C.